From a dataset of Peptide-MHC class I binding affinity with 185,985 pairs from IEDB/IMGT. Regression. Given a peptide amino acid sequence and an MHC pseudo amino acid sequence, predict their binding affinity value. This is MHC class I binding data. The peptide sequence is ERTDLFFPV. The MHC is HLA-B57:01 with pseudo-sequence HLA-B57:01. The binding affinity (normalized) is 0.0847.